Dataset: Forward reaction prediction with 1.9M reactions from USPTO patents (1976-2016). Task: Predict the product of the given reaction. (1) Given the reactants [CH3:1][O:2][C:3]1[CH:8]=[CH:7][C:6]([CH:9]([NH:18][CH:19]([C:23]2[O:24][CH:25]=[CH:26][CH:27]=2)[C:20]([OH:22])=O)[C:10]2[CH:15]=[CH:14][C:13]([O:16][CH3:17])=[CH:12][CH:11]=2)=[CH:5][CH:4]=1.CN([C:31]([O:35][N:36]1N=NC2C=CC=C[C:37]1=2)=[N+](C)C)C.[B-](F)(F)(F)F.Cl.CN(C)O.C(N(C(C)C)CC)(C)C, predict the reaction product. The product is: [CH3:17][O:16][C:13]1[CH:12]=[CH:11][C:10]([CH:9]([NH:18][CH:19]([C:23]2[O:24][CH:25]=[CH:26][CH:27]=2)[C:20]([N:36]([O:35][CH3:31])[CH3:37])=[O:22])[C:6]2[CH:7]=[CH:8][C:3]([O:2][CH3:1])=[CH:4][CH:5]=2)=[CH:15][CH:14]=1. (2) Given the reactants [OH:1][C:2]([C:5]1[CH:12]=[CH:11][C:8]([C:9]#[N:10])=[CH:7][CH:6]=1)([CH3:4])[CH3:3].[H-].[H-].[H-].[H-].[Li+].[Al+3], predict the reaction product. The product is: [NH2:10][CH2:9][C:8]1[CH:11]=[CH:12][C:5]([C:2]([OH:1])([CH3:3])[CH3:4])=[CH:6][CH:7]=1. (3) Given the reactants Cl[C:2]1[N:3]=[N:4][C:5]([C:8]2[O:12][N:11]=[C:10]([CH3:13])[N:9]=2)=[CH:6][CH:7]=1.[NH:14]1[CH2:19][CH2:18][C:17]2([CH2:23][C:22]3[CH:24]=[CH:25][CH:26]=[CH:27][C:21]=3[O:20]2)[CH2:16][CH2:15]1.C(=O)([O-])[O-].[K+].[K+], predict the reaction product. The product is: [CH3:13][C:10]1[N:9]=[C:8]([C:5]2[N:4]=[N:3][C:2]([N:14]3[CH2:19][CH2:18][C:17]4([CH2:23][C:22]5[CH:24]=[CH:25][CH:26]=[CH:27][C:21]=5[O:20]4)[CH2:16][CH2:15]3)=[CH:7][CH:6]=2)[O:12][N:11]=1. (4) Given the reactants [Br:1][C:2]1[CH:3]=[C:4](/[C:9](=[N:11]\[S@@:12]([C:14]([CH3:17])([CH3:16])[CH3:15])=[O:13])/[CH3:10])[C:5]([F:8])=[N:6][CH:7]=1.[Cl-].[C:19]([O:23][C:24](=[O:27])[CH2:25][Zn+])([CH3:22])([CH3:21])[CH3:20], predict the reaction product. The product is: [Br:1][C:2]1[CH:3]=[C:4]([C@:9]([NH:11][S@@:12]([C:14]([CH3:15])([CH3:17])[CH3:16])=[O:13])([CH3:10])[CH2:25][C:24]([O:23][C:19]([CH3:22])([CH3:21])[CH3:20])=[O:27])[C:5]([F:8])=[N:6][CH:7]=1. (5) Given the reactants [Br:1][C:2]1[CH:3]=[N:4][CH:5]=[C:6]([CH:12]=1)[C:7](OCC)=[O:8].[H-].[H-].[H-].[H-].[Li+].[Al+3].Cl.[O-]S([O-])(=O)=O.[Na+].[Na+], predict the reaction product. The product is: [Br:1][C:2]1[CH:12]=[C:6]([CH2:7][OH:8])[CH:5]=[N:4][CH:3]=1. (6) Given the reactants [CH2:1]([O:3][C:4]([C:6]1[CH:7]=[C:8]2[C:13](=[CH:14][CH:15]=1)[NH:12][CH:11]([C:16]1[CH:17]=[N:18][CH:19]=[C:20](Br)[CH:21]=1)[C:10]([CH3:24])([CH3:23])[CH2:9]2)=[O:5])[CH3:2].[NH:25]1[CH2:30][CH2:29][O:28][CH2:27][CH2:26]1.Cl.CN(C)CC(O)=O.C(=O)([O-])[O-].[K+].[K+], predict the reaction product. The product is: [CH2:1]([O:3][C:4]([C:6]1[CH:7]=[C:8]2[C:13](=[CH:14][CH:15]=1)[NH:12][CH:11]([C:16]1[CH:17]=[N:18][CH:19]=[C:20]([N:25]3[CH2:30][CH2:29][O:28][CH2:27][CH2:26]3)[CH:21]=1)[C:10]([CH3:24])([CH3:23])[CH2:9]2)=[O:5])[CH3:2].